Dataset: Reaction yield outcomes from USPTO patents with 853,638 reactions. Task: Predict the reaction yield, written as a fraction of the theoretical maximum amount of product (1.0 means a 100% yield; for example, 0.34 means a 34% yield). (1) The reactants are F[C:2]1[CH:7]=[CH:6][C:5]([C:8]2[CH:9]=[N:10][N:11]([CH3:13])[CH:12]=2)=[CH:4][C:3]=1[N+:14]([O-:16])=[O:15].[NH2:17][C:18]1[CH:19]=[C:20]([NH:25][C:26](=[O:28])[CH3:27])[CH:21]=[C:22]([Br:24])[CH:23]=1.[F-].[K+]. The catalyst is CN(C=O)C. The product is [Br:24][C:22]1[CH:21]=[C:20]([NH:25][C:26](=[O:28])[CH3:27])[CH:19]=[C:18]([NH:17][C:2]2[CH:7]=[CH:6][C:5]([C:8]3[CH:9]=[N:10][N:11]([CH3:13])[CH:12]=3)=[CH:4][C:3]=2[N+:14]([O-:16])=[O:15])[CH:23]=1. The yield is 0.350. (2) The reactants are [CH2:1]([O:3][C:4](=[O:25])[C:5]1[CH:10]=[CH:9][CH:8]=[C:7]([N:11]2[C:15]([CH3:16])=[CH:14][CH:13]=[C:12]2[C:17]2[CH:22]=[C:21]([Cl:23])[CH:20]=[CH:19][C:18]=2[OH:24])[CH:6]=1)[CH3:2].[Cl:26][C:27]1[CH:34]=[C:33]([F:35])[CH:32]=[CH:31][C:28]=1[CH2:29]Br.C(=O)([O-])[O-].[K+].[K+]. The catalyst is CN(C=O)C.CCOC(C)=O.O. The product is [CH2:1]([O:3][C:4](=[O:25])[C:5]1[CH:10]=[CH:9][CH:8]=[C:7]([N:11]2[C:15]([CH3:16])=[CH:14][CH:13]=[C:12]2[C:17]2[CH:22]=[C:21]([Cl:23])[CH:20]=[CH:19][C:18]=2[O:24][CH2:29][C:28]2[CH:31]=[CH:32][C:33]([F:35])=[CH:34][C:27]=2[Cl:26])[CH:6]=1)[CH3:2]. The yield is 0.720.